Dataset: Peptide-MHC class I binding affinity with 185,985 pairs from IEDB/IMGT. Task: Regression. Given a peptide amino acid sequence and an MHC pseudo amino acid sequence, predict their binding affinity value. This is MHC class I binding data. (1) The MHC is HLA-A26:01 with pseudo-sequence HLA-A26:01. The binding affinity (normalized) is 0.0847. The peptide sequence is FQWPALHEE. (2) The peptide sequence is ETACLGKSY. The MHC is HLA-B58:01 with pseudo-sequence HLA-B58:01. The binding affinity (normalized) is 0.0847. (3) The peptide sequence is ERYFRINSL. The MHC is Mamu-B8301 with pseudo-sequence Mamu-B8301. The binding affinity (normalized) is 0. (4) The peptide sequence is SLLRNDVPM. The MHC is H-2-Db with pseudo-sequence H-2-Db. The binding affinity (normalized) is 0.775. (5) The peptide sequence is KCRVKMEKL. The MHC is HLA-A01:01 with pseudo-sequence HLA-A01:01. The binding affinity (normalized) is 0.0847. (6) The peptide sequence is AAFVNDYSL. The MHC is H-2-Db with pseudo-sequence H-2-Db. The binding affinity (normalized) is 0.598. (7) The peptide sequence is KVQEWYLSY. The MHC is HLA-B15:17 with pseudo-sequence HLA-B15:17. The binding affinity (normalized) is 0.556. (8) The peptide sequence is CQCTVQEFI. The MHC is HLA-A68:02 with pseudo-sequence HLA-A68:02. The binding affinity (normalized) is 0.311. (9) The peptide sequence is FTDTCGASI. The MHC is HLA-A02:06 with pseudo-sequence HLA-A02:06. The binding affinity (normalized) is 0.513. (10) The binding affinity (normalized) is 0.555. The MHC is HLA-B53:01 with pseudo-sequence HLA-B53:01. The peptide sequence is EPEKDIREL.